From a dataset of Forward reaction prediction with 1.9M reactions from USPTO patents (1976-2016). Predict the product of the given reaction. Given the reactants [CH2:1]([O:3][C:4]([C:6]1[CH:11]=[CH:10][C:9]([N:12]([C:14](OC(C)(C)C)=O)N)=[CH:8][CH:7]=1)=[O:5])[CH3:2].[CH3:21][C:22](=O)CC.[C:26]1(C)C=CC=CC=1, predict the reaction product. The product is: [CH3:26][C:14]1[NH:12][C:9]2[C:8]([C:21]=1[CH3:22])=[CH:7][C:6]([C:4]([O:3][CH2:1][CH3:2])=[O:5])=[CH:11][CH:10]=2.